Dataset: Catalyst prediction with 721,799 reactions and 888 catalyst types from USPTO. Task: Predict which catalyst facilitates the given reaction. (1) The catalyst class is: 133. Reactant: [CH3:1][C:2]1[CH:3]=[C:4]([CH:8]=[CH:9][C:10]=1[CH2:11][CH2:12][S:13]([N:16]1[CH2:21][CH2:20][C:19](=[O:22])[CH2:18][CH2:17]1)(=[O:15])=[O:14])[C:5]([OH:7])=[O:6].[C:23](OC(N(C)C)O[C:23]([CH3:26])([CH3:25])[CH3:24])([CH3:26])([CH3:25])[CH3:24]. Product: [C:23]([O:6][C:5](=[O:7])[C:4]1[CH:8]=[CH:9][C:10]([CH2:11][CH2:12][S:13]([N:16]2[CH2:21][CH2:20][C:19](=[O:22])[CH2:18][CH2:17]2)(=[O:15])=[O:14])=[C:2]([CH3:1])[CH:3]=1)([CH3:26])([CH3:25])[CH3:24]. (2) Reactant: [CH3:1][C:2]#[N:3].[Li]CCCC.[Br:9][C:10]1[CH:15]=[CH:14][C:13]([O:16][CH3:17])=[CH:12][C:11]=1[CH2:18]Br. Product: [Br:9][C:10]1[CH:15]=[CH:14][C:13]([O:16][CH3:17])=[CH:12][C:11]=1[CH2:18][CH2:1][C:2]#[N:3]. The catalyst class is: 7. (3) Reactant: [C:1]([O:9][C@H:10]1[C@H:14]([OH:15])[CH2:13][N:12]([C:16]([O:18][CH2:19][C:20]2[CH:25]=[CH:24][CH:23]=[CH:22][CH:21]=2)=[O:17])[C@@H:11]1[CH2:26][O:27][CH2:28][C:29]1[CH:34]=[CH:33][CH:32]=[CH:31][CH:30]=1)(=[O:8])[C:2]1[CH:7]=[CH:6][CH:5]=[CH:4][CH:3]=1.N1C=CC=CC=1.FC(F)(F)S(OS(C(F)(F)F)(=O)=O)(=O)=O.O. Product: [C:1]([O:9][C@H:10]1[C@@H:14]([OH:15])[CH2:13][N:12]([C:16]([O:18][CH2:19][C:20]2[CH:21]=[CH:22][CH:23]=[CH:24][CH:25]=2)=[O:17])[C@@H:11]1[CH2:26][O:27][CH2:28][C:29]1[CH:34]=[CH:33][CH:32]=[CH:31][CH:30]=1)(=[O:8])[C:2]1[CH:3]=[CH:4][CH:5]=[CH:6][CH:7]=1. The catalyst class is: 2. (4) Reactant: CS(O[CH2:6][CH2:7][N:8]1[C:12]2=[N:13][CH:14]=[N:15][C:16]([NH2:17])=[C:11]2[C:10]([C:18]2[CH:23]=[CH:22][C:21]([NH:24][C:25]([C:27]3[N:28]([CH3:36])[C:29]4[C:34]([CH:35]=3)=[CH:33][CH:32]=[CH:31][CH:30]=4)=[O:26])=[C:20]([O:37][CH3:38])[CH:19]=2)=[N:9]1)(=O)=O.[CH3:39][NH:40][CH3:41].C(N(CC)CC)C.[I-].[Na+]. Product: [NH2:17][C:16]1[N:15]=[CH:14][N:13]=[C:12]2[N:8]([CH2:7][CH2:6][N:40]([CH3:41])[CH3:39])[N:9]=[C:10]([C:18]3[CH:23]=[CH:22][C:21]([NH:24][C:25]([C:27]4[N:28]([CH3:36])[C:29]5[C:34]([CH:35]=4)=[CH:33][CH:32]=[CH:31][CH:30]=5)=[O:26])=[C:20]([O:37][CH3:38])[CH:19]=3)[C:11]=12. The catalyst class is: 3. (5) Reactant: [CH3:1][C:2]1[O:6][C:5]([C:7]2[CH:12]=[CH:11][C:10]([N+:13]([O-:15])=[O:14])=[CH:9][CH:8]=2)=[N:4][CH:3]=1.[Br:16]NC(=O)CCC(N)=O. Product: [Br:16][CH2:1][C:2]1[O:6][C:5]([C:7]2[CH:8]=[CH:9][C:10]([N+:13]([O-:15])=[O:14])=[CH:11][CH:12]=2)=[N:4][CH:3]=1. The catalyst class is: 340. (6) Reactant: Br[C:2]1[N:7]=[C:6]([Cl:8])[C:5]([C:9]2([CH2:12][OH:13])[CH2:11][CH2:10]2)=[CH:4][CH:3]=1.[F:14][C:15]1[CH:20]=[CH:19][C:18]([C:21]2[O:22][C:23]3[CH:33]=[C:32]([N:34]([CH3:39])[S:35]([CH3:38])(=[O:37])=[O:36])[C:31](B(O)O)=[CH:30][C:24]=3[C:25]=2[C:26](=[O:29])[NH:27][CH3:28])=[CH:17][CH:16]=1.C([O-])([O-])=O.[K+].[K+]. Product: [Cl:8][C:6]1[N:7]=[C:2]([C:31]2[C:32]([N:34]([CH3:39])[S:35]([CH3:38])(=[O:37])=[O:36])=[CH:33][C:23]3[O:22][C:21]([C:18]4[CH:19]=[CH:20][C:15]([F:14])=[CH:16][CH:17]=4)=[C:25]([C:26]([NH:27][CH3:28])=[O:29])[C:24]=3[CH:30]=2)[CH:3]=[CH:4][C:5]=1[C:9]1([CH2:12][OH:13])[CH2:11][CH2:10]1. The catalyst class is: 117. (7) Reactant: [Cl:1][C:2]1[CH:29]=[CH:28][C:5]2[S:6][C:7]([S:10]([NH:13][C:14]3[CH:23]=[CH:22][C:17]([C:18](OC)=[O:19])=[CH:16][C:15]=3[S:24]([CH3:27])(=[O:26])=[O:25])(=[O:12])=[O:11])=[C:8]([CH3:9])[C:4]=2[CH:3]=1.[H-].C([Al+]CC(C)C)C(C)C. Product: [Cl:1][C:2]1[CH:29]=[CH:28][C:5]2[S:6][C:7]([S:10]([NH:13][C:14]3[CH:23]=[CH:22][C:17]([CH2:18][OH:19])=[CH:16][C:15]=3[S:24]([CH3:27])(=[O:26])=[O:25])(=[O:12])=[O:11])=[C:8]([CH3:9])[C:4]=2[CH:3]=1. The catalyst class is: 11. (8) Reactant: [CH3:1][C:2]([CH3:20])([CH3:19])[C:3]([NH:5][C:6]1[CH:11]=[CH:10][C:9]([N:12]2[CH2:17][CH2:16][N:15]([CH3:18])[CH2:14][CH2:13]2)=[CH:8][CH:7]=1)=[O:4].C([Li])CCC.CON(C)[C:29](=[O:36])[C:30]1[CH:35]=[CH:34][CH:33]=[CH:32][CH:31]=1. Product: [C:29]([C:7]1[CH:8]=[C:9]([N:12]2[CH2:13][CH2:14][N:15]([CH3:18])[CH2:16][CH2:17]2)[CH:10]=[CH:11][C:6]=1[NH:5][C:3](=[O:4])[C:2]([CH3:20])([CH3:19])[CH3:1])(=[O:36])[C:30]1[CH:35]=[CH:34][CH:33]=[CH:32][CH:31]=1. The catalyst class is: 188.